From a dataset of Peptide-MHC class I binding affinity with 185,985 pairs from IEDB/IMGT. Regression. Given a peptide amino acid sequence and an MHC pseudo amino acid sequence, predict their binding affinity value. This is MHC class I binding data. (1) The peptide sequence is NEMILLTMK. The MHC is HLA-B44:02 with pseudo-sequence HLA-B44:02. The binding affinity (normalized) is 0.379. (2) The peptide sequence is FHLRSRFAF. The MHC is HLA-B15:01 with pseudo-sequence HLA-B15:01. The binding affinity (normalized) is 0.0847. (3) The peptide sequence is TIEILRNYLR. The MHC is HLA-A03:01 with pseudo-sequence HLA-A03:01. The binding affinity (normalized) is 0.283. (4) The peptide sequence is KTTKRLTIL. The MHC is HLA-A68:02 with pseudo-sequence HLA-A68:02. The binding affinity (normalized) is 0. (5) The peptide sequence is KVMDFGIAR. The MHC is HLA-B35:01 with pseudo-sequence HLA-B35:01. The binding affinity (normalized) is 0.356. (6) The peptide sequence is PSIFLIITK. The MHC is HLA-A68:01 with pseudo-sequence HLA-A68:01. The binding affinity (normalized) is 0.230. (7) The peptide sequence is FQPQNGQFV. The MHC is H-2-Db with pseudo-sequence H-2-Db. The binding affinity (normalized) is 0.495. (8) The peptide sequence is VVIVENDNVI. The MHC is HLA-A02:03 with pseudo-sequence HLA-A02:03. The binding affinity (normalized) is 0.147.